Dataset: Reaction yield outcomes from USPTO patents with 853,638 reactions. Task: Predict the reaction yield, written as a fraction of the theoretical maximum amount of product (1.0 means a 100% yield; for example, 0.34 means a 34% yield). (1) The reactants are [CH3:1]N(C=O)C.[Br:6][C:7]1[C:8](=[O:15])[NH:9][C:10]([CH3:14])=[C:11]([Br:13])[CH:12]=1.CI.C([O-])([O-])=O.[K+].[K+]. The catalyst is O. The product is [Br:6][C:7]1[C:8](=[O:15])[N:9]([CH3:1])[C:10]([CH3:14])=[C:11]([Br:13])[CH:12]=1. The yield is 0.780. (2) The yield is 0.960. The catalyst is CN(C=O)C. The reactants are [OH:1][C:2]1[CH:15]=[CH:14][C:5]2[C:6]([CH2:9][C:10]([O:12][CH3:13])=[O:11])=[CH:7][O:8][C:4]=2[CH:3]=1.Cl[CH2:17][C:18]1[CH:23]=[CH:22][C:21]([O:24][CH2:25][CH3:26])=[CH:20][CH:19]=1.C(=O)([O-])[O-].[K+].[K+].O. The product is [CH2:25]([O:24][C:21]1[CH:22]=[CH:23][C:18]([CH2:17][O:1][C:2]2[CH:15]=[CH:14][C:5]3[C:6]([CH2:9][C:10]([O:12][CH3:13])=[O:11])=[CH:7][O:8][C:4]=3[CH:3]=2)=[CH:19][CH:20]=1)[CH3:26]. (3) The reactants are C[O:2][C:3](=[O:33])[CH2:4][CH2:5][S:6][CH2:7][C:8]1[CH:13]=[CH:12][C:11]([C:14]2[CH:19]=[CH:18][C:17]([C:20]3[C:25]4[O:26][C:27]5[CH:32]=[CH:31][CH:30]=[CH:29][C:28]=5[C:24]=4[CH:23]=[CH:22][CH:21]=3)=[CH:16][CH:15]=2)=[CH:10][CH:9]=1.[OH-].[K+].Cl. The catalyst is C1COCC1.CO.C(OCC)(=O)C. The product is [CH:23]1[C:24]2[C:28]3[CH:29]=[CH:30][CH:31]=[CH:32][C:27]=3[O:26][C:25]=2[C:20]([C:17]2[CH:18]=[CH:19][C:14]([C:11]3[CH:12]=[CH:13][C:8]([CH2:7][S:6][CH2:5][CH2:4][C:3]([OH:33])=[O:2])=[CH:9][CH:10]=3)=[CH:15][CH:16]=2)=[CH:21][CH:22]=1. The yield is 0.900.